Dataset: Peptide-MHC class I binding affinity with 185,985 pairs from IEDB/IMGT. Task: Regression. Given a peptide amino acid sequence and an MHC pseudo amino acid sequence, predict their binding affinity value. This is MHC class I binding data. (1) The peptide sequence is VHGMNFTKL. The binding affinity (normalized) is 0.0847. The MHC is HLA-B40:01 with pseudo-sequence HLA-B40:01. (2) The peptide sequence is HLSGWELAK. The MHC is HLA-A68:02 with pseudo-sequence HLA-A68:02. The binding affinity (normalized) is 0.0847. (3) The peptide sequence is RTLNAWVKVV. The MHC is HLA-B40:02 with pseudo-sequence HLA-B40:02. The binding affinity (normalized) is 0. (4) The peptide sequence is LSEGCTPYDI. The MHC is Mamu-B08 with pseudo-sequence Mamu-B08. The binding affinity (normalized) is 0. (5) The peptide sequence is FPVRPQVPL. The MHC is HLA-C06:02 with pseudo-sequence HLA-C06:02. The binding affinity (normalized) is 0. (6) The peptide sequence is FMALVAFLRF. The MHC is HLA-A23:01 with pseudo-sequence HLA-A23:01. The binding affinity (normalized) is 0.276. (7) The peptide sequence is IVLSHILPL. The MHC is HLA-B46:01 with pseudo-sequence HLA-B46:01. The binding affinity (normalized) is 0.0847.